This data is from Catalyst prediction with 721,799 reactions and 888 catalyst types from USPTO. The task is: Predict which catalyst facilitates the given reaction. (1) Reactant: [CH2:1]([O:3][C:4]([C:6]1[NH:7][CH:8]=[C:9]([CH2:11][NH:12][C:13]2[CH:18]=[CH:17][CH:16]=[CH:15][CH:14]=2)[CH:10]=1)=[O:5])[CH3:2].C(N(CC)C(C)C)(C)C.[C:28](Cl)(=[O:30])[CH3:29]. Product: [CH2:1]([O:3][C:4]([C:6]1[NH:7][CH:8]=[C:9]([CH2:11][N:12]([C:28](=[O:30])[CH3:29])[C:13]2[CH:18]=[CH:17][CH:16]=[CH:15][CH:14]=2)[CH:10]=1)=[O:5])[CH3:2]. The catalyst class is: 2. (2) Reactant: [Br:1][C:2]1[C:3](=[O:20])[CH:4]2[CH:8]([C:9]=1[C:10]1[CH:15]=[CH:14][C:13]([O:16]C)=[C:12]([F:18])[C:11]=1[F:19])[CH2:7][CH2:6][CH2:5]2.B(Br)(Br)Br. Product: [Br:1][C:2]1[C:3](=[O:20])[CH:4]2[CH:8]([C:9]=1[C:10]1[CH:15]=[CH:14][C:13]([OH:16])=[C:12]([F:18])[C:11]=1[F:19])[CH2:7][CH2:6][CH2:5]2. The catalyst class is: 2. (3) Reactant: [N:1]1[CH:6]=[CH:5][C:4]([N:7]2[CH2:12][CH2:11][CH:10]([C:13](OCC)=[O:14])[CH2:9][CH2:8]2)=[N:3][CH:2]=1.[BH4-].[Na+]. Product: [N:1]1[CH:6]=[CH:5][C:4]([N:7]2[CH2:12][CH2:11][CH:10]([CH2:13][OH:14])[CH2:9][CH2:8]2)=[N:3][CH:2]=1. The catalyst class is: 138. (4) Reactant: B.C1COCC1.[N:7]([CH2:10][C:11]([C:13]1[CH:24]=[CH:23][C:16]2[O:17][C:18]([CH3:22])([CH3:21])[O:19][CH2:20][C:15]=2[CH:14]=1)=[O:12])=[N+:8]=[N-:9].Cl. Product: [N:7]([CH2:10][C@@H:11]([C:13]1[CH:24]=[CH:23][C:16]2[O:17][C:18]([CH3:22])([CH3:21])[O:19][CH2:20][C:15]=2[CH:14]=1)[OH:12])=[N+:8]=[N-:9]. The catalyst class is: 247. (5) Reactant: Br[C:2]1[CH:15]=[C:14]([F:16])[C:13]2[O:12][C:11]3[C:6](=[CH:7][C:8]([O:17][CH3:18])=[CH:9][CH:10]=3)[C@@:5]3([CH2:22][O:21][C:20]([NH2:23])=[N:19]3)[C:4]=2[CH:3]=1.C([Li])CCC.N#N.[O:31]1[CH2:34][C:33](=[O:35])[CH2:32]1. Product: [NH2:23][C:20]1[O:21][CH2:22][C@:5]2([N:19]=1)[C:6]1[CH:7]=[C:8]([O:17][CH3:18])[CH:9]=[CH:10][C:11]=1[O:12][C:13]1[C:4]2=[CH:3][C:2]([C:33]2([OH:35])[CH2:34][O:31][CH2:32]2)=[CH:15][C:14]=1[F:16]. The catalyst class is: 1. (6) Reactant: [F:1][C:2]1[CH:7]=[CH:6][C:5]([NH:8][CH2:9][CH:10]([CH3:12])[CH3:11])=[CH:4][CH:3]=1.N1C=CC=CC=1.Cl[C:20]1[N:25]=[CH:24][C:23]([S:26](Cl)(=[O:28])=[O:27])=[CH:22][CH:21]=1.C([O-])(O)=O.[Na+].C(Cl)[Cl:36]. Product: [F:1][C:2]1[CH:7]=[CH:6][C:5]([N:8]([CH2:9][CH:10]([CH3:12])[CH3:11])[S:26]([C:23]2[C:24]([Cl:36])=[N:25][CH:20]=[CH:21][CH:22]=2)(=[O:28])=[O:27])=[CH:4][CH:3]=1. The catalyst class is: 6. (7) Reactant: Cl.[NH2:2][CH:3]1[CH2:11][C:10]2[C:5](=[CH:6][CH:7]=[CH:8][CH:9]=2)[CH2:4]1.C(N(CC)C(C)C)(C)C.[Cl:21][CH2:22][CH2:23][N:24]=[C:25]=[O:26]. Product: [Cl:21][CH2:22][CH2:23][NH:24][C:25]([NH:2][CH:3]1[CH2:11][C:10]2[C:5](=[CH:6][CH:7]=[CH:8][CH:9]=2)[CH2:4]1)=[O:26]. The catalyst class is: 10. (8) Reactant: CO.[C:3]1([C:9]2[CH:10]=[C:11]([CH2:18][O:19][C:20]3[CH:27]=[CH:26][C:23]([CH:24]=[O:25])=[CH:22][CH:21]=3)[S:12][C:13]=2[C:14]([F:17])([F:16])[F:15])[CH:8]=[CH:7][CH:6]=[CH:5][CH:4]=1.[BH4-].[Na+].C(=O)(O)[O-].[Na+]. Product: [C:3]1([C:9]2[CH:10]=[C:11]([CH2:18][O:19][C:20]3[CH:21]=[CH:22][C:23]([CH2:24][OH:25])=[CH:26][CH:27]=3)[S:12][C:13]=2[C:14]([F:17])([F:16])[F:15])[CH:4]=[CH:5][CH:6]=[CH:7][CH:8]=1. The catalyst class is: 13. (9) Reactant: [C:1]([C:3]1[CH:8]=[C:7]([C:9]2[CH:14]=[CH:13][CH:12]=[CH:11][N:10]=2)[CH:6]=[CH:5][N:4]=1)#[N:2].[H-].[H-].[H-].[H-].[Li+].[Al+3]. Product: [NH2:2][CH2:1][C:3]1[CH:8]=[C:7]([C:9]2[CH:14]=[CH:13][CH:12]=[CH:11][N:10]=2)[CH:6]=[CH:5][N:4]=1. The catalyst class is: 1. (10) Reactant: [N:1]([C:4]1[CH:12]=[CH:11][CH:10]=[C:9]2[C:5]=1[CH:6]=[CH:7][NH:8]2)=[C:2]=[O:3].[F:13][C:14]([F:24])([F:23])[C:15]1[CH:22]=[CH:21][C:18]([CH2:19][NH2:20])=[CH:17][CH:16]=1.CCCCCC. Product: [NH:8]1[C:9]2[C:5](=[C:4]([NH:1][C:2]([NH:20][CH2:19][C:18]3[CH:17]=[CH:16][C:15]([C:14]([F:13])([F:23])[F:24])=[CH:22][CH:21]=3)=[O:3])[CH:12]=[CH:11][CH:10]=2)[CH:6]=[CH:7]1. The catalyst class is: 1.